This data is from Forward reaction prediction with 1.9M reactions from USPTO patents (1976-2016). The task is: Predict the product of the given reaction. (1) Given the reactants [F:1][C:2]1([F:30])[CH2:6][CH2:5][CH:4]([NH:7][C:8]2[N:13]=[C:12]([NH:14][CH:15]3[CH2:19][CH2:18][NH:17][CH2:16]3)[N:11]=[C:10]([C:20]3[CH:25]=[CH:24][CH:23]=[C:22]([C:26]([F:29])([F:28])[F:27])[N:21]=3)[N:9]=2)[CH2:3]1.CCN(CC)CC.[CH3:38][S:39](Cl)(=[O:41])=[O:40], predict the reaction product. The product is: [F:30][C:2]1([F:1])[CH2:6][CH2:5][CH:4]([NH:7][C:8]2[N:13]=[C:12]([NH:14][CH:15]3[CH2:19][CH2:18][N:17]([S:39]([CH3:38])(=[O:41])=[O:40])[CH2:16]3)[N:11]=[C:10]([C:20]3[CH:25]=[CH:24][CH:23]=[C:22]([C:26]([F:28])([F:29])[F:27])[N:21]=3)[N:9]=2)[CH2:3]1. (2) Given the reactants C(=O)([O-])[O-].[Cs+].[Cs+].[Br:7][C:8]1[CH:13]=[CH:12][C:11]([C:14]2[N:19]=[C:18]3[N:20]=[C:21](S(C)(=O)=O)[N:22]([CH2:23][O:24][CH2:25][CH2:26][Si:27]([CH3:30])([CH3:29])[CH3:28])[C:17]3=[CH:16][C:15]=2[Cl:35])=[CH:10][CH:9]=1.[C:36]([Si:40]1([C:50]([CH3:53])([CH3:52])[CH3:51])[O:45][C@H:44]2[C@H:46]([OH:49])[CH2:47][O:48][C@@H:43]2[CH2:42][O:41]1)([CH3:39])([CH3:38])[CH3:37], predict the reaction product. The product is: [C:50]([Si:40]1([C:36]([CH3:39])([CH3:38])[CH3:37])[O:45][C@H:44]2[C@H:46]([O:49][C:21]3[N:22]([CH2:23][O:24][CH2:25][CH2:26][Si:27]([CH3:30])([CH3:29])[CH3:28])[C:17]4[C:18]([N:20]=3)=[N:19][C:14]([C:11]3[CH:12]=[CH:13][C:8]([Br:7])=[CH:9][CH:10]=3)=[C:15]([Cl:35])[CH:16]=4)[CH2:47][O:48][C@@H:43]2[CH2:42][O:41]1)([CH3:53])([CH3:52])[CH3:51]. (3) Given the reactants [C:1]([CH2:8][N:9]1[CH2:22][CH2:21][CH2:20][NH:19][CH2:18][CH2:17][N:16]([CH2:23][C:24]([O:26]C(C)(C)C)=[O:25])[CH2:15][CH2:14][CH2:13][NH:12][CH2:11][CH2:10]1)([O:3]C(C)(C)C)=[O:2].CCOCC, predict the reaction product. The product is: [C:1]([CH2:8][N:9]1[CH2:22][CH2:21][CH2:20][NH:19][CH2:18][CH2:17][N:16]([CH2:23][C:24]([OH:26])=[O:25])[CH2:15][CH2:14][CH2:13][NH:12][CH2:11][CH2:10]1)([OH:3])=[O:2].